From a dataset of Reaction yield outcomes from USPTO patents with 853,638 reactions. Predict the reaction yield, written as a fraction of the theoretical maximum amount of product (1.0 means a 100% yield; for example, 0.34 means a 34% yield). The reactants are [Br-:1].[NH2:2][C:3]1[S:4][C:5]([CH3:17])=[CH:6][N+:7]=1[CH2:8][C:9](=O)[CH2:10][C:11]([O:13][CH2:14][CH3:15])=[O:12]. The catalyst is C(O)C. The product is [BrH:1].[CH3:17][C:5]1[S:4][C:3]2=[N:2][C:9]([CH2:10][C:11]([O:13][CH2:14][CH3:15])=[O:12])=[CH:8][N:7]2[CH:6]=1. The yield is 0.970.